From a dataset of Forward reaction prediction with 1.9M reactions from USPTO patents (1976-2016). Predict the product of the given reaction. (1) Given the reactants [Cl-].[Al+3].[Cl-].[Cl-].[CH3:5][O:6][C:7]1[CH:12]=[CH:11][CH:10]=[CH:9][C:8]=1[O:13][CH3:14].[CH3:15][O:16][C:17]1[CH:25]=[CH:24][C:20]([C:21](Cl)=[O:22])=[CH:19][CH:18]=1, predict the reaction product. The product is: [CH3:5][O:6][C:7]1[CH:12]=[C:11]([C:21]([C:20]2[CH:24]=[CH:25][C:17]([O:16][CH3:15])=[CH:18][CH:19]=2)=[O:22])[CH:10]=[CH:9][C:8]=1[O:13][CH3:14]. (2) Given the reactants [OH-].[Na+].C1(S([N:12]2[C:20]3[C:15](=[C:16]([C:21]([F:24])([F:23])[F:22])[CH:17]=[CH:18][CH:19]=3)[CH:14]=[C:13]2[CH3:25])(=O)=O)C=CC=CC=1.O.Cl, predict the reaction product. The product is: [CH3:25][C:13]1[NH:12][C:20]2[C:15]([CH:14]=1)=[C:16]([C:21]([F:23])([F:22])[F:24])[CH:17]=[CH:18][CH:19]=2. (3) Given the reactants [CH3:1][C:2]1[C:3]([C:22]2[CH:27]=[CH:26][CH:25]=[C:24]([C:28]([F:31])([F:30])[F:29])[CH:23]=2)=[N:4][C:5]2[C:10]([C:11]=1[C:12]([O:14]C)=[O:13])=[CH:9][C:8]([S:16]([CH3:19])(=[O:18])=[O:17])=[C:7]([O:20]C)[CH:6]=2.Br, predict the reaction product. The product is: [OH:20][C:7]1[CH:6]=[C:5]2[C:10]([C:11]([C:12]([OH:14])=[O:13])=[C:2]([CH3:1])[C:3]([C:22]3[CH:27]=[CH:26][CH:25]=[C:24]([C:28]([F:30])([F:31])[F:29])[CH:23]=3)=[N:4]2)=[CH:9][C:8]=1[S:16]([CH3:19])(=[O:18])=[O:17]. (4) Given the reactants [NH2:1][C@@H:2]([CH2:5][C:6]1[CH:11]=[CH:10][C:9]([O:12][C:13]2[CH:18]=[CH:17][CH:16]=[CH:15][N:14]=2)=[CH:8][CH:7]=1)[CH2:3][OH:4].[CH:19](=O)[C:20]1[CH:25]=[CH:24][CH:23]=[CH:22][CH:21]=1.C(O[BH-](OC(=O)C)OC(=O)C)(=O)C.[Na+].C(=O)(O)[O-].[Na+], predict the reaction product. The product is: [CH2:19]([NH:1][C@@H:2]([CH2:5][C:6]1[CH:11]=[CH:10][C:9]([O:12][C:13]2[CH:18]=[CH:17][CH:16]=[CH:15][N:14]=2)=[CH:8][CH:7]=1)[CH2:3][OH:4])[C:20]1[CH:25]=[CH:24][CH:23]=[CH:22][CH:21]=1. (5) Given the reactants CN[C:3]([C:5]1SC=C(C)C=1NC1C(Cl)=CN=C(Cl)N=1)=O.[CH3:20][NH:21][C:22]([C:24]1[S:25][CH:26]=[C:27]([CH3:53])[C:28]=1[NH:29][C:30]1[C:35]([Cl:36])=[CH:34][N:33]=[C:32]([NH:37][C:38]2[CH:39]=[CH:40][C:41]3[CH2:47][N:46]([C:48](=[O:50])[CH3:49])[CH2:45][C:44](=[O:51])[NH:43][C:42]=3[CH:52]=2)[N:31]=1)=[O:23], predict the reaction product. The product is: [CH3:20][NH:21][C:22]([C:24]1[S:25][CH:26]=[C:27]([CH3:53])[C:28]=1[NH:29][C:30]1[C:35]([Cl:36])=[CH:34][N:33]=[C:32]([NH:37][C:38]2[CH:39]=[CH:40][C:41]3[CH2:47][N:46]([C:48](=[O:50])[CH3:49])[CH2:45][C:44](=[O:51])[N:43]([CH2:3][CH3:5])[C:42]=3[CH:52]=2)[N:31]=1)=[O:23]. (6) The product is: [CH2:30]([O:21][C:18](=[O:19])[NH:17][C@H:13]1[CH2:14][CH2:15][CH2:16][C@@H:11]([N:8]2[CH2:7][CH2:6][N:5]([CH3:4])[CH2:10][CH2:9]2)[CH2:12]1)[C:24]1[CH:29]=[CH:28][CH:27]=[CH:26][CH:25]=1. Given the reactants Cl.Cl.Cl.[CH3:4][N:5]1[CH2:10][CH2:9][N:8]([C@@H:11]2[CH2:16][CH2:15][CH2:14][C@H:13]([NH2:17])[CH2:12]2)[CH2:7][CH2:6]1.[C:18]([O-:21])([O-])=[O:19].[K+].[K+].[C:24]1([CH3:30])[CH:29]=[CH:28][CH:27]=[CH:26][CH:25]=1, predict the reaction product. (7) Given the reactants [C:1]([C:3]1[CH:8]=[CH:7][N:6]2[C:9]([C:12]([OH:14])=O)=[CH:10][N:11]=[C:5]2[CH:4]=1)#[N:2].C(Cl)(=O)C(Cl)=O.[CH2:21]([N:28]1[C:36]2[CH:35]=[CH:34][CH:33]=[C:32]([NH2:37])[C:31]=2[CH:30]=[N:29]1)[C:22]1[CH:27]=[CH:26][CH:25]=[CH:24][CH:23]=1.CCN(C(C)C)C(C)C, predict the reaction product. The product is: [CH2:21]([N:28]1[C:36]2[C:31](=[C:32]([NH:37][C:12]([C:9]3[N:6]4[CH:7]=[CH:8][C:3]([C:1]#[N:2])=[CH:4][C:5]4=[N:11][CH:10]=3)=[O:14])[CH:33]=[CH:34][CH:35]=2)[CH:30]=[N:29]1)[C:22]1[CH:23]=[CH:24][CH:25]=[CH:26][CH:27]=1.